Task: Predict the product of the given reaction.. Dataset: Forward reaction prediction with 1.9M reactions from USPTO patents (1976-2016) (1) Given the reactants Br[C:2]1[C:3]([O:14][CH2:15][O:16][CH3:17])=[C:4]([CH:7]=[C:8]([C:10]([CH3:13])([CH3:12])[CH3:11])[CH:9]=1)[CH:5]=[O:6].[F:18][C:19]([F:30])([F:29])[C:20]1[CH:25]=[CH:24][C:23](B(O)O)=[CH:22][N:21]=1.C(=O)([O-])[O-].[Na+].[Na+], predict the reaction product. The product is: [C:10]([C:8]1[CH:9]=[C:2]([C:23]2[CH:22]=[N:21][C:20]([C:19]([F:30])([F:29])[F:18])=[CH:25][CH:24]=2)[C:3]([O:14][CH2:15][O:16][CH3:17])=[C:4]([CH:7]=1)[CH:5]=[O:6])([CH3:13])([CH3:12])[CH3:11]. (2) Given the reactants C1C(=O)N(O[C:9]([CH2:11][CH2:12][CH2:13][CH2:14][CH:15]2[S:19][CH2:18][CH:17]3[NH:20][C:21]([NH:23][CH:16]23)=[O:22])=[O:10])C(=O)C1.C1COCC1.[NH2:29][CH2:30][CH2:31][S:32]([OH:34])=[O:33].[OH-].[Na+], predict the reaction product. The product is: [O:22]=[C:21]1[NH:20][C@H:17]2[CH2:18][S:19][C@@H:15]([CH2:14][CH2:13][CH2:12][CH2:11][C:9]([NH:29][CH2:30][CH2:31][S:32]([OH:34])=[O:33])=[O:10])[C@H:16]2[NH:23]1. (3) Given the reactants [Cl:1][C:2]1[CH:7]=[C:6]([Cl:8])[N:5]=[CH:4][N:3]=1.[NH2:9][C:10]1[CH:15]=[CH:14][CH:13]=[CH:12][CH:11]=1.Cl, predict the reaction product. The product is: [ClH:1].[Cl:8][C:6]1[N:5]=[CH:4][N:3]=[C:2]([NH:9][C:10]2[CH:15]=[CH:14][CH:13]=[CH:12][CH:11]=2)[CH:7]=1. (4) Given the reactants [Cl-].[Al+3].[Cl-].[Cl-].[H-].[Al+3].[Li+].[H-].[H-].[H-].[CH:11]([C:14]1[CH:19]=[CH:18][C:17]([CH:20]2[C:24]3[C:25]([CH3:43])=[C:26]([NH:31][C:32]([C:34]4[CH:42]=[CH:41][C:37]5[O:38][CH2:39][O:40][C:36]=5[CH:35]=4)=O)[C:27]([CH3:30])=[C:28]([CH3:29])[C:23]=3[O:22][C:21]2([CH3:45])[CH3:44])=[CH:16][CH:15]=1)([CH3:13])[CH3:12].[OH-].[Na+], predict the reaction product. The product is: [O:38]1[C:37]2[CH:41]=[CH:42][C:34]([CH2:32][NH:31][C:26]3[C:27]([CH3:30])=[C:28]([CH3:29])[C:23]4[O:22][C:21]([CH3:45])([CH3:44])[CH:20]([C:17]5[CH:16]=[CH:15][C:14]([CH:11]([CH3:13])[CH3:12])=[CH:19][CH:18]=5)[C:24]=4[C:25]=3[CH3:43])=[CH:35][C:36]=2[O:40][CH2:39]1. (5) Given the reactants [Cl:1][C:2]1[CH:3]=[CH:4][C:5]2[N:11]3[C:12]([C:15]([F:18])([F:17])[F:16])=[N:13][N:14]=[C:10]3[C@@H:9]([CH2:19][CH2:20][C:21]#N)[S:8][C@H:7]([C:23]3[CH:28]=[CH:27][CH:26]=[C:25]([O:29][CH3:30])[C:24]=3[O:31][CH3:32])[C:6]=2[CH:33]=1.[OH-:34].[Na+].C[OH:37].Cl, predict the reaction product. The product is: [Cl:1][C:2]1[CH:3]=[CH:4][C:5]2[N:11]3[C:12]([C:15]([F:16])([F:18])[F:17])=[N:13][N:14]=[C:10]3[C@@H:9]([CH2:19][CH2:20][C:21]([OH:37])=[O:34])[S:8][C@H:7]([C:23]3[CH:28]=[CH:27][CH:26]=[C:25]([O:29][CH3:30])[C:24]=3[O:31][CH3:32])[C:6]=2[CH:33]=1. (6) Given the reactants [O:1]=[C:2]1[N:8]([CH2:9][CH:10]2[CH2:12][CH2:11]2)[C:7]2[CH:13]=[CH:14][CH:15]=[CH:16][C:6]=2[N:5]([CH2:17][CH:18]2[CH2:20][CH2:19]2)[C:4](=[O:21])[CH2:3]1.CC(C1C=C(C(C)C)C(S([N:37]=[N+:38]=[N-:39])(=O)=O)=C(C(C)C)C=1)C, predict the reaction product. The product is: [N:37]([CH:3]1[C:4](=[O:21])[N:5]([CH2:17][CH:18]2[CH2:19][CH2:20]2)[C:6]2[CH:16]=[CH:15][CH:14]=[CH:13][C:7]=2[N:8]([CH2:9][CH:10]2[CH2:11][CH2:12]2)[C:2]1=[O:1])=[N+:38]=[N-:39]. (7) The product is: [C:2]([C:4]1[CH:5]=[C:6]([CH:27]=[CH:28][CH:29]=1)[C:7]([NH:9][C:10]1[C:11]([CH3:26])=[C:12]2[C:18]([CH:19]3[CH2:20][CH2:21][N:22]([C:69](=[O:70])[C@@H:68]([CH:63]4[CH2:67][CH2:66][CH2:65][CH2:64]4)[CH3:72])[CH2:23][CH2:24]3)=[CH:17][N:16]([CH3:25])[C:13]2=[N:14][CH:15]=1)=[O:8])#[N:3]. Given the reactants Cl.[C:2]([C:4]1[CH:5]=[C:6]([CH:27]=[CH:28][CH:29]=1)[C:7]([NH:9][C:10]1[C:11]([CH3:26])=[C:12]2[C:18]([CH:19]3[CH2:24][CH2:23][NH:22][CH2:21][CH2:20]3)=[CH:17][N:16]([CH3:25])[C:13]2=[N:14][CH:15]=1)=[O:8])#[N:3].CCN(C(C)C)C(C)C.CN(C(ON1N=NC2C=CC=NC1=2)=[N+](C)C)C.F[P-](F)(F)(F)(F)F.[CH:63]1([C@@H:68]([CH3:72])[C:69](O)=[O:70])[CH2:67][CH2:66][CH2:65][CH2:64]1, predict the reaction product.